This data is from Catalyst prediction with 721,799 reactions and 888 catalyst types from USPTO. The task is: Predict which catalyst facilitates the given reaction. (1) Reactant: [NH:1]1[CH:8]=[CH:7][C:5](=[O:6])[NH:4][C:2]1=[S:3].[CH3:9]I.Cl. Product: [CH3:9][S:3][C:2]1[NH:4][C:5](=[O:6])[CH:7]=[CH:8][N:1]=1. The catalyst class is: 74. (2) Reactant: [CH3:1][O:2][C:3]1[CH:4]=[C:5]([NH:13][C:14]2[N:15]=[N:16][C:17]([CH:20]([NH:22][C:23]([C:25]3[CH:26]=[C:27]4[C:31](=[CH:32][CH:33]=3)[NH:30][CH:29]=[CH:28]4)=O)[CH3:21])=[CH:18][N:19]=2)[CH:6]=[C:7]([O:11][CH3:12])[C:8]=1[O:9][CH3:10].N1C=NC=N1.P(Cl)(Cl)(Cl)=O. Product: [NH:30]1[C:31]2[C:27](=[CH:26][C:25]([C:23]3[N:16]4[C:17]([CH:18]=[N:19][C:14]([NH:13][C:5]5[CH:4]=[C:3]([O:2][CH3:1])[C:8]([O:9][CH3:10])=[C:7]([O:11][CH3:12])[CH:6]=5)=[N:15]4)=[C:20]([CH3:21])[N:22]=3)=[CH:33][CH:32]=2)[CH:28]=[CH:29]1. The catalyst class is: 17.